Dataset: Forward reaction prediction with 1.9M reactions from USPTO patents (1976-2016). Task: Predict the product of the given reaction. (1) Given the reactants [Li]CCCC.CCCCCC.C(=O)=O.Br[C:16]1[CH:21]=[CH:20][C:19]([O:22][C:23]([F:26])([F:25])[F:24])=[CH:18][CH:17]=1.[F:27][C:28]1[CH:29]=[C:30]([CH:33]=[CH:34][C:35]=1[C@@H:36]1[N:40]2[CH:41]=[N:42][CH:43]=[C:39]2[C:38](=[O:44])[CH2:37]1)[C:31]#[N:32], predict the reaction product. The product is: [F:27][C:28]1[CH:29]=[C:30]([CH:33]=[CH:34][C:35]=1[C@@H:36]1[N:40]2[CH:41]=[N:42][CH:43]=[C:39]2[C@@:38]([OH:44])([C:16]2[CH:21]=[CH:20][C:19]([O:22][C:23]([F:26])([F:25])[F:24])=[CH:18][CH:17]=2)[CH2:37]1)[C:31]#[N:32]. (2) Given the reactants [C:1]1([C:7]2[CH:12]=[C:11]([C:13]3[CH:18]=[CH:17][CH:16]=[CH:15][CH:14]=3)[N:10]=[C:9]([O:19][CH2:20][CH2:21][CH2:22][CH2:23][C:24]([CH3:28])([CH3:27])[CH2:25][NH2:26])[CH:8]=2)[CH:6]=[CH:5][CH:4]=[CH:3][CH:2]=1.C(N(CC)CC)C.[CH3:36][C:37]([O:40][C:41]([CH2:43][C@H:44]([NH:55][C:56]([O:58][C:59]([CH3:62])([CH3:61])[CH3:60])=[O:57])[C:45](ON1C(=O)CCC1=O)=[O:46])=[O:42])([CH3:39])[CH3:38], predict the reaction product. The product is: [C:59]([O:58][C:56]([NH:55][CH:44]([C:45](=[O:46])[NH:26][CH2:25][C:24]([CH3:28])([CH3:27])[CH2:23][CH2:22][CH2:21][CH2:20][O:19][C:9]1[CH:8]=[C:7]([C:1]2[CH:2]=[CH:3][CH:4]=[CH:5][CH:6]=2)[CH:12]=[C:11]([C:13]2[CH:14]=[CH:15][CH:16]=[CH:17][CH:18]=2)[N:10]=1)[CH2:43][C:41]([O:40][C:37]([CH3:39])([CH3:38])[CH3:36])=[O:42])=[O:57])([CH3:61])([CH3:60])[CH3:62].